From a dataset of NCI-60 drug combinations with 297,098 pairs across 59 cell lines. Regression. Given two drug SMILES strings and cell line genomic features, predict the synergy score measuring deviation from expected non-interaction effect. (1) Drug 1: CC1=CC=C(C=C1)C2=CC(=NN2C3=CC=C(C=C3)S(=O)(=O)N)C(F)(F)F. Drug 2: CC1=C(C(=CC=C1)Cl)NC(=O)C2=CN=C(S2)NC3=CC(=NC(=N3)C)N4CCN(CC4)CCO. Cell line: CCRF-CEM. Synergy scores: CSS=5.24, Synergy_ZIP=4.39, Synergy_Bliss=1.80, Synergy_Loewe=-5.85, Synergy_HSA=-0.561. (2) Drug 1: C1CCC(C(C1)N)N.C(=O)(C(=O)[O-])[O-].[Pt+4]. Cell line: COLO 205. Synergy scores: CSS=42.2, Synergy_ZIP=-1.72, Synergy_Bliss=-3.69, Synergy_Loewe=-39.7, Synergy_HSA=-4.22. Drug 2: CC12CCC3C(C1CCC2OP(=O)(O)O)CCC4=C3C=CC(=C4)OC(=O)N(CCCl)CCCl.[Na+]. (3) Drug 1: COC1=C(C=C2C(=C1)N=CN=C2NC3=CC(=C(C=C3)F)Cl)OCCCN4CCOCC4. Drug 2: CC12CCC3C(C1CCC2O)C(CC4=C3C=CC(=C4)O)CCCCCCCCCS(=O)CCCC(C(F)(F)F)(F)F. Cell line: A549. Synergy scores: CSS=29.6, Synergy_ZIP=1.13, Synergy_Bliss=2.44, Synergy_Loewe=1.85, Synergy_HSA=4.54. (4) Drug 1: CS(=O)(=O)OCCCCOS(=O)(=O)C. Drug 2: B(C(CC(C)C)NC(=O)C(CC1=CC=CC=C1)NC(=O)C2=NC=CN=C2)(O)O. Cell line: SNB-75. Synergy scores: CSS=20.9, Synergy_ZIP=0.238, Synergy_Bliss=-1.91, Synergy_Loewe=-56.3, Synergy_HSA=-2.41. (5) Drug 1: CC1=C(C(=O)C2=C(C1=O)N3CC4C(C3(C2COC(=O)N)OC)N4)N. Drug 2: C1C(C(OC1N2C=NC3=C2NC=NCC3O)CO)O. Cell line: M14. Synergy scores: CSS=-1.40, Synergy_ZIP=-0.609, Synergy_Bliss=-2.33, Synergy_Loewe=-4.33, Synergy_HSA=-5.98. (6) Drug 1: CN1C(=O)N2C=NC(=C2N=N1)C(=O)N. Drug 2: B(C(CC(C)C)NC(=O)C(CC1=CC=CC=C1)NC(=O)C2=NC=CN=C2)(O)O. Cell line: M14. Synergy scores: CSS=55.0, Synergy_ZIP=-3.95, Synergy_Bliss=-8.13, Synergy_Loewe=-37.9, Synergy_HSA=-6.33. (7) Drug 1: CCC1=C2CN3C(=CC4=C(C3=O)COC(=O)C4(CC)O)C2=NC5=C1C=C(C=C5)O. Drug 2: C(CN)CNCCSP(=O)(O)O. Cell line: RXF 393. Synergy scores: CSS=10.9, Synergy_ZIP=0.293, Synergy_Bliss=3.71, Synergy_Loewe=-6.08, Synergy_HSA=1.85. (8) Cell line: UACC62. Drug 1: CS(=O)(=O)C1=CC(=C(C=C1)C(=O)NC2=CC(=C(C=C2)Cl)C3=CC=CC=N3)Cl. Synergy scores: CSS=18.9, Synergy_ZIP=-4.11, Synergy_Bliss=2.29, Synergy_Loewe=-5.55, Synergy_HSA=1.96. Drug 2: C1CN1P(=S)(N2CC2)N3CC3. (9) Drug 1: CCC1=C2CN3C(=CC4=C(C3=O)COC(=O)C4(CC)O)C2=NC5=C1C=C(C=C5)O. Drug 2: CCC1(CC2CC(C3=C(CCN(C2)C1)C4=CC=CC=C4N3)(C5=C(C=C6C(=C5)C78CCN9C7C(C=CC9)(C(C(C8N6C)(C(=O)OC)O)OC(=O)C)CC)OC)C(=O)OC)O.OS(=O)(=O)O. Cell line: A498. Synergy scores: CSS=10.2, Synergy_ZIP=-0.775, Synergy_Bliss=-0.273, Synergy_Loewe=-3.62, Synergy_HSA=1.51. (10) Drug 1: C1CCN(CC1)CCOC2=CC=C(C=C2)C(=O)C3=C(SC4=C3C=CC(=C4)O)C5=CC=C(C=C5)O. Drug 2: CC1=C(N=C(N=C1N)C(CC(=O)N)NCC(C(=O)N)N)C(=O)NC(C(C2=CN=CN2)OC3C(C(C(C(O3)CO)O)O)OC4C(C(C(C(O4)CO)O)OC(=O)N)O)C(=O)NC(C)C(C(C)C(=O)NC(C(C)O)C(=O)NCCC5=NC(=CS5)C6=NC(=CS6)C(=O)NCCC[S+](C)C)O. Cell line: SNB-19. Synergy scores: CSS=-1.17, Synergy_ZIP=0.948, Synergy_Bliss=-0.126, Synergy_Loewe=-2.00, Synergy_HSA=-2.71.